This data is from Orexin1 receptor HTS with 218,158 compounds and 233 confirmed actives. The task is: Binary Classification. Given a drug SMILES string, predict its activity (active/inactive) in a high-throughput screening assay against a specified biological target. (1) The compound is s1c(N\C=C(/C(=O)NC(OCC)=O)C#N)c(cc1)C(OC)=O. The result is 0 (inactive). (2) The molecule is S(=O)(=O)(N(CC(=O)Nc1cc(ccc1)C(=O)C)c1ccc(F)cc1)C. The result is 0 (inactive). (3) The result is 0 (inactive). The molecule is O=C(NC1CCC(CC1)C)c1n(c2c(c1)c(=O)n(c1c2cccc1)C)C. (4) The molecule is O1C2=C(C(C3=C1CCCC3=O)c1ccc(cc1)C)C(=O)CCC2. The result is 0 (inactive). (5) The compound is s1c(nn2c1nnc2C)c1cc(NC(=O)C)c(cc1)C. The result is 0 (inactive). (6) The molecule is S(=O)(=O)(N1CCC(CC1)C(=O)N1CCCCC1)N1CCCCC1. The result is 0 (inactive).